This data is from NCI-60 drug combinations with 297,098 pairs across 59 cell lines. The task is: Regression. Given two drug SMILES strings and cell line genomic features, predict the synergy score measuring deviation from expected non-interaction effect. (1) Cell line: NCI-H322M. Drug 2: C1=CC(=C2C(=C1NCCNCCO)C(=O)C3=C(C=CC(=C3C2=O)O)O)NCCNCCO. Synergy scores: CSS=17.5, Synergy_ZIP=1.53, Synergy_Bliss=3.89, Synergy_Loewe=-6.29, Synergy_HSA=3.65. Drug 1: C1CCN(CC1)CCOC2=CC=C(C=C2)C(=O)C3=C(SC4=C3C=CC(=C4)O)C5=CC=C(C=C5)O. (2) Drug 1: C1=CC(=CC=C1CCC2=CNC3=C2C(=O)NC(=N3)N)C(=O)NC(CCC(=O)O)C(=O)O. Drug 2: CC1CCCC2(C(O2)CC(NC(=O)CC(C(C(=O)C(C1O)C)(C)C)O)C(=CC3=CSC(=N3)C)C)C. Cell line: SNB-19. Synergy scores: CSS=42.5, Synergy_ZIP=2.96, Synergy_Bliss=3.38, Synergy_Loewe=3.33, Synergy_HSA=3.45. (3) Drug 1: C1=NC(=NC(=O)N1C2C(C(C(O2)CO)O)O)N. Drug 2: CCN(CC)CCCC(C)NC1=C2C=C(C=CC2=NC3=C1C=CC(=C3)Cl)OC. Cell line: NCI-H522. Synergy scores: CSS=26.9, Synergy_ZIP=-7.93, Synergy_Bliss=1.59, Synergy_Loewe=-1.17, Synergy_HSA=2.20. (4) Drug 1: CC1=C(C=C(C=C1)NC(=O)C2=CC=C(C=C2)CN3CCN(CC3)C)NC4=NC=CC(=N4)C5=CN=CC=C5. Drug 2: N.N.Cl[Pt+2]Cl. Cell line: OVCAR3. Synergy scores: CSS=39.4, Synergy_ZIP=-3.63, Synergy_Bliss=-3.95, Synergy_Loewe=-1.02, Synergy_HSA=-0.528. (5) Drug 1: COC1=NC(=NC2=C1N=CN2C3C(C(C(O3)CO)O)O)N. Drug 2: CN(C(=O)NC(C=O)C(C(C(CO)O)O)O)N=O. Cell line: 786-0. Synergy scores: CSS=2.93, Synergy_ZIP=-0.276, Synergy_Bliss=2.51, Synergy_Loewe=2.07, Synergy_HSA=1.99.